Task: Predict the reactants needed to synthesize the given product.. Dataset: Full USPTO retrosynthesis dataset with 1.9M reactions from patents (1976-2016) (1) The reactants are: [CH2:1]([N:8]1[C:13](=[O:14])[C:12]2[O:15][C:16]3[CH:21]=[CH:20][CH:19]=[CH:18][C:17]=3[C:11]=2[N:10]=[C:9]1[CH:22](Br)[CH:23]([CH3:25])[CH3:24])[C:2]1[CH:7]=[CH:6][CH:5]=[CH:4][CH:3]=1.[N-:27]=[N+:28]=[N-:29].[Na+].C(OCC)(=O)C. Given the product [N:27]([CH:22]([C:9]1[N:8]([CH2:1][C:2]2[CH:3]=[CH:4][CH:5]=[CH:6][CH:7]=2)[C:13](=[O:14])[C:12]2[O:15][C:16]3[CH:21]=[CH:20][CH:19]=[CH:18][C:17]=3[C:11]=2[N:10]=1)[CH:23]([CH3:25])[CH3:24])=[N+:28]=[N-:29], predict the reactants needed to synthesize it. (2) Given the product [C:43]([CH:42]=[C:41]([O:32][CH2:33][C:34]([O:36][CH2:37][CH3:38])=[O:35])[C:40]([CH3:47])([CH3:46])[CH3:39])#[N:44], predict the reactants needed to synthesize it. The reactants are: C1C=CC(P(C2C=CC=CC=2)C2C=CC=CC=2)=CC=1.CCOC(/N=N/C(OCC)=O)=O.[OH:32][CH2:33][C:34]([O:36][CH2:37][CH3:38])=[O:35].[CH3:39][C:40]([CH3:47])([CH3:46])[C:41](=O)[CH2:42][C:43]#[N:44]. (3) Given the product [CH2:1]([N:5]1[CH2:11][CH2:10][C:9](=[O:12])[N:8]([CH3:13])[C:7]2[CH:14]=[N:15][C:16]([NH:19][C:20]3[CH:28]=[CH:27][C:23]([C:24]([OH:26])=[O:25])=[CH:22][C:21]=3[O:29][CH3:30])=[N:17][C:6]1=2)[CH2:2][CH2:3][CH3:4], predict the reactants needed to synthesize it. The reactants are: [CH2:1]([N:5]1[CH2:11][CH2:10][C:9](=[O:12])[N:8]([CH3:13])[C:7]2[CH:14]=[N:15][C:16](Cl)=[N:17][C:6]1=2)[CH2:2][CH2:3][CH3:4].[NH2:19][C:20]1[CH:28]=[CH:27][C:23]([C:24]([OH:26])=[O:25])=[CH:22][C:21]=1[O:29][CH3:30].C(O)C. (4) Given the product [OH2:11].[Na+:35].[Cl:1][C:2]1[C:10]2[CH:9]=[C:8]([O:11][CH2:12][C:13]3[CH:18]=[CH:17][C:16]([O:19][CH:20]([CH3:22])[CH3:21])=[C:15]([C:23]([F:24])([F:25])[F:26])[CH:14]=3)[CH:7]=[CH:6][C:5]=2[N:4]2[CH2:27][CH2:28][C@H:29]([CH2:30][C:31]([O-:33])=[O:32])[C:3]=12, predict the reactants needed to synthesize it. The reactants are: [Cl:1][C:2]1[C:10]2[CH:9]=[C:8]([O:11][CH2:12][C:13]3[CH:18]=[CH:17][C:16]([O:19][CH:20]([CH3:22])[CH3:21])=[C:15]([C:23]([F:26])([F:25])[F:24])[CH:14]=3)[CH:7]=[CH:6][C:5]=2[N:4]2[CH2:27][CH2:28][C@H:29]([CH2:30][C:31]([OH:33])=[O:32])[C:3]=12.[OH-].[Na+:35]. (5) Given the product [Br:1][C:2]1[CH:3]=[CH:4][C:5]([C:8]2([CH3:9])[O:25][CH2:24][CH2:23][O:10]2)=[CH:6][N:7]=1, predict the reactants needed to synthesize it. The reactants are: [Br:1][C:2]1[N:7]=[CH:6][C:5]([C:8](=[O:10])[CH3:9])=[CH:4][CH:3]=1.O.C1(C)C=CC(S(O)(=O)=O)=CC=1.[CH2:23](O)[CH2:24][OH:25]. (6) The reactants are: Cl.[Br:2][C:3]1[CH:8]=[CH:7][C:6]([NH:9]N)=[CH:5][CH:4]=1.[CH:11]1([CH:15]=O)[CH2:14][CH2:13][CH2:12]1. Given the product [Br:2][C:3]1[CH:8]=[C:7]2[C:6](=[CH:5][CH:4]=1)[N:9]=[CH:15][C:11]12[CH2:14][CH2:13][CH2:12]1, predict the reactants needed to synthesize it. (7) Given the product [NH2:1][C:2]1[N:11]=[C:10]([C:12]([N:14]2[CH2:22][C:21]3[C:16](=[CH:17][CH:18]=[CH:19][CH:20]=3)[CH2:15]2)=[O:13])[C:9]2[C:4](=[CH:5][CH:6]=[C:7]([C:23]3[CH:30]=[CH:29][CH:28]=[CH:27][C:24]=3[CH2:25][N:31]3[CH2:36][CH2:35][CH:34]([OH:37])[CH2:33][CH2:32]3)[CH:8]=2)[N:3]=1, predict the reactants needed to synthesize it. The reactants are: [NH2:1][C:2]1[N:11]=[C:10]([C:12]([N:14]2[CH2:22][C:21]3[C:16](=[CH:17][CH:18]=[CH:19][CH:20]=3)[CH2:15]2)=[O:13])[C:9]2[C:4](=[CH:5][CH:6]=[C:7]([C:23]3[CH:30]=[CH:29][CH:28]=[CH:27][C:24]=3[CH:25]=O)[CH:8]=2)[N:3]=1.[NH:31]1[CH2:36][CH2:35][CH:34]([OH:37])[CH2:33][CH2:32]1.C(O)(=O)C.C(O[BH-](OC(=O)C)OC(=O)C)(=O)C.[Na+].